This data is from Catalyst prediction with 721,799 reactions and 888 catalyst types from USPTO. The task is: Predict which catalyst facilitates the given reaction. (1) Reactant: [CH:1]([C:3]1[CH:8]=[CH:7][C:6]([B:9]([OH:11])[OH:10])=[CH:5][CH:4]=1)=[O:2].[CH3:12][C:13](O)([C:15]([CH3:18])(O)[CH3:16])[CH3:14]. Product: [CH3:12][C:13]1([CH3:14])[C:15]([CH3:18])([CH3:16])[O:11][B:9]([C:6]2[CH:5]=[CH:4][C:3]([CH:1]=[O:2])=[CH:8][CH:7]=2)[O:10]1. The catalyst class is: 1. (2) Reactant: [Cl:1][C:2]1[CH:3]=[C:4](OS(C(F)(F)F)(=O)=O)[CH:5]=[C:6]([Cl:31])[C:7]=1[CH2:8][C@@H:9]1[CH2:13][CH2:12][N:11]([C@H:14]2[CH2:22][CH2:21][C:20]3[C:16](=[CH:17][N:18](S(C(F)(F)F)(=O)=O)[N:19]=3)[CH2:15]2)[C:10]1=[O:30].Cl.[F:41][C:42]1([F:48])CCNCC1.[CH2:49]([N:51]([CH2:54][CH3:55])[CH2:52][CH3:53])C.[C]=[O:57]. Product: [Cl:31][C:6]1[CH:5]=[C:4]([C:49]([N:51]2[CH2:54][CH2:55][C:42]([F:48])([F:41])[CH2:53][CH2:52]2)=[O:57])[CH:3]=[C:2]([Cl:1])[C:7]=1[CH2:8][C@@H:9]1[CH2:13][CH2:12][N:11]([C@H:14]2[CH2:22][CH2:21][C:20]3[C:16](=[CH:17][NH:18][N:19]=3)[CH2:15]2)[C:10]1=[O:30]. The catalyst class is: 140. (3) Reactant: [F:1][C:2]1[CH:7]=[C:6]([F:8])[CH:5]=[CH:4][C:3]=1[C:9]1[CH:14]=[CH:13][CH:12]=[C:11]([NH:15][C:16]([C:18]2[NH:19][C:20]3[C:25]([CH:26]=2)=[CH:24][CH:23]=[C:22]([O:27]C)[CH:21]=3)=[O:17])[CH:10]=1.B(Br)(Br)Br. Product: [F:1][C:2]1[CH:7]=[C:6]([F:8])[CH:5]=[CH:4][C:3]=1[C:9]1[CH:14]=[CH:13][CH:12]=[C:11]([NH:15][C:16]([C:18]2[NH:19][C:20]3[C:25]([CH:26]=2)=[CH:24][CH:23]=[C:22]([OH:27])[CH:21]=3)=[O:17])[CH:10]=1. The catalyst class is: 2. (4) Reactant: Cl.Cl.[NH2:3][C@@H:4]1[CH2:9][CH2:8][CH2:7][NH:6][CH2:5]1.CN(C(C)C)C.[Cl:16][C:17]1[N:26]=[C:25](Cl)[C:24]2[C:19](=[CH:20][C:21]([O:30][CH3:31])=[C:22]([O:28][CH3:29])[CH:23]=2)[N:18]=1. Product: [Cl:16][C:17]1[N:26]=[C:25]([N:6]2[CH2:7][CH2:8][CH2:9][C@@H:4]([NH2:3])[CH2:5]2)[C:24]2[C:19](=[CH:20][C:21]([O:30][CH3:31])=[C:22]([O:28][CH3:29])[CH:23]=2)[N:18]=1. The catalyst class is: 8.